From a dataset of Reaction yield outcomes from USPTO patents with 853,638 reactions. Predict the reaction yield, written as a fraction of the theoretical maximum amount of product (1.0 means a 100% yield; for example, 0.34 means a 34% yield). (1) The product is [CH2:19]([O:21][C:22](=[N:18][NH:17][C:15](=[O:16])[CH2:14][CH2:13][C:11]1[O:10][N:9]=[C:8]([C:4]2[CH:5]=[CH:6][CH:7]=[C:2]([Cl:1])[CH:3]=2)[N:12]=1)[C:24]1[S:25][CH:26]=[CH:27][CH:28]=1)[CH3:20]. The reactants are [Cl:1][C:2]1[CH:3]=[C:4]([C:8]2[N:12]=[C:11]([CH2:13][CH2:14][C:15]([NH:17][NH2:18])=[O:16])[O:10][N:9]=2)[CH:5]=[CH:6][CH:7]=1.[CH2:19]([O:21][C:22]([C:24]1[S:25][CH:26]=[CH:27][CH:28]=1)=N)[CH3:20]. The yield is 0.750. The catalyst is C(O)C. (2) The reactants are [CH3:1][C:2]1[C:6]([C:7]2[CH:16]=[C:15]3[C:10]([C:11]([NH:18][CH2:19][CH:20]4[CH2:25][CH2:24][O:23][CH2:22][CH2:21]4)=[C:12]([NH2:17])[CH:13]=[N:14]3)=[CH:9][C:8]=2[O:26][CH3:27])=[C:5]([CH3:28])[O:4][N:3]=1.[Cl-].Cl[C:31](Cl)=[N+:32]([CH3:34])[CH3:33]. The catalyst is C(#N)C.CS(C)=O. The product is [CH3:1][C:2]1[C:6]([C:7]2[C:8]([O:26][CH3:27])=[CH:9][C:10]3[C:11]4[N:18]([CH2:19][CH:20]5[CH2:21][CH2:22][O:23][CH2:24][CH2:25]5)[C:31]([N:32]([CH3:34])[CH3:33])=[N:17][C:12]=4[CH:13]=[N:14][C:15]=3[CH:16]=2)=[C:5]([CH3:28])[O:4][N:3]=1. The yield is 0.770. (3) The reactants are [CH3:1][C:2]1[S:3][CH:4]=[CH:5][C:6]=1[CH:7]=O.CCCCCC.CC(=O)OCC.[N+:21]([CH3:24])([O-:23])=[O:22]. The catalyst is CC(=O)OCC. The product is [CH3:1][C:2]1[S:3][CH:4]=[CH:5][C:6]=1[CH:7]=[CH:24][N+:21]([O-:23])=[O:22]. The yield is 0.820. (4) The reactants are CCN=C=NCCCN(C)C.Cl.[C:13]([O:17][C:18]([NH:20][C@@H:21]([CH2:25][CH:26]1[CH2:31][CH2:30][CH2:29][CH2:28][CH2:27]1)[C:22]([OH:24])=O)=[O:19])([CH3:16])([CH3:15])[CH3:14].C(N(C(C)C)CC)(C)C.C1[CH:42]=[CH:43][C:44]2N(O)N=[N:47][C:45]=2C=1.C(N)CCC. The catalyst is CN(C1C=CN=CC=1)C.CN(C=O)C. The product is [CH2:45]([NH:47][C:22](=[O:24])[C@@H:21]([NH:20][C:18](=[O:19])[O:17][C:13]([CH3:14])([CH3:15])[CH3:16])[CH2:25][CH:26]1[CH2:31][CH2:30][CH2:29][CH2:28][CH2:27]1)[CH2:44][CH2:43][CH3:42]. The yield is 0.850. (5) The product is [F:20][C:16]1[CH:15]=[C:14]([C:13]2[C:5]([C:3]3[N:24]=[C:21]([CH3:22])[S:23][CH:2]=3)=[N:6][N:7]3[CH:12]=[CH:11][CH:10]=[CH:9][C:8]=23)[CH:19]=[CH:18][N:17]=1. The reactants are Br[CH2:2][C:3]([C:5]1[C:13]([C:14]2[CH:19]=[CH:18][N:17]=[C:16]([F:20])[CH:15]=2)=[C:8]2[CH:9]=[CH:10][CH:11]=[CH:12][N:7]2[N:6]=1)=O.[C:21]([NH2:24])(=[S:23])[CH3:22].[OH-].[NH4+]. The yield is 0.950. The catalyst is CN(C)C=O. (6) The reactants are [Br:1][C:2]1[C:3]([O:11][CH2:12][C:13]2[C:14]([C:19]3[CH:24]=[CH:23][CH:22]=[CH:21][CH:20]=3)=[N:15][O:16][C:17]=2[CH3:18])=[N:4][CH:5]=[C:6]([CH:10]=1)[C:7](O)=[O:8].CC1O[N:29]=[C:28]([C:31]2C=CC=CC=2)[C:27]=1COC1C=CC(C(O)=O)=CN=1.C(N)(C)C. No catalyst specified. The product is [Br:1][C:2]1[C:3]([O:11][CH2:12][C:13]2[C:14]([C:19]3[CH:24]=[CH:23][CH:22]=[CH:21][CH:20]=3)=[N:15][O:16][C:17]=2[CH3:18])=[N:4][CH:5]=[C:6]([CH:10]=1)[C:7]([NH:29][CH:28]([CH3:31])[CH3:27])=[O:8]. The yield is 0.860. (7) The reactants are [OH:1][CH2:2][CH2:3][N:4]([CH3:12])[C:5](=[O:11])[O:6][C:7]([CH3:10])([CH3:9])[CH3:8].O[N:14]1[C:18](=[O:19])[C:17]2=[CH:20][CH:21]=[CH:22][CH:23]=[C:16]2[C:15]1=[O:24].C1(P(C2C=CC=CC=2)C2C=CC=CC=2)C=CC=CC=1.N(C(OCC)=O)=NC(OCC)=O. The catalyst is C1COCC1. The product is [C:7]([O:6][C:5](=[O:11])[N:4]([CH2:3][CH2:2][O:1][N:14]1[C:18](=[O:19])[C:17]2[C:16](=[CH:23][CH:22]=[CH:21][CH:20]=2)[C:15]1=[O:24])[CH3:12])([CH3:8])([CH3:9])[CH3:10]. The yield is 0.790.